Task: Predict the product of the given reaction.. Dataset: Forward reaction prediction with 1.9M reactions from USPTO patents (1976-2016) (1) Given the reactants Cl.[CH3:2][S:3]([N:6]1[C:14]2[CH:13]=[CH:12][N:11]=[CH:10][C:9]=2[NH:8][C:7]1=[O:15])(=[O:5])=[O:4].[H-].[Na+].Cl.[Cl:19][C:20]1[CH:35]=[CH:34][C:23]2[N:24]([CH2:29][CH2:30][CH2:31][CH2:32][F:33])[C:25]([CH2:27]Cl)=[N:26][C:22]=2[CH:21]=1, predict the reaction product. The product is: [Cl:19][C:20]1[CH:35]=[CH:34][C:23]2[N:24]([CH2:29][CH2:30][CH2:31][CH2:32][F:33])[C:25]([CH2:27][N:8]3[C:9]4[CH:10]=[N:11][CH:12]=[CH:13][C:14]=4[N:6]([S:3]([CH3:2])(=[O:5])=[O:4])[C:7]3=[O:15])=[N:26][C:22]=2[CH:21]=1. (2) Given the reactants F[C:2]1[CH:9]=[CH:8][C:5]([CH2:6][NH2:7])=[CH:4][CH:3]=1.[F:10][C:11]([F:22])([F:21])[C:12]([N:14]1[CH2:19][CH2:18][C:17](=O)[CH2:16][CH2:15]1)=[O:13].[C:23](O)(=O)C.[BH3-]C#N.[Na+], predict the reaction product. The product is: [CH3:23][C:2]1[CH:9]=[CH:8][C:5]([CH2:6][NH:7][CH:17]2[CH2:18][CH2:19][N:14]([C:12](=[O:13])[C:11]([F:22])([F:21])[F:10])[CH2:15][CH2:16]2)=[CH:4][CH:3]=1. (3) Given the reactants [NH:1]([C:18]([O:20][C:21]([CH3:24])([CH3:23])[CH3:22])=[O:19])[C@H:2]([C:7]([NH:9][C@H:10]([C:15](O)=[O:16])[CH2:11][CH:12]([CH3:14])[CH3:13])=[O:8])[CH2:3][CH:4]([CH3:6])[CH3:5].C[N:26]1CCOCC1.ClC(OCC(C)C)=O.N, predict the reaction product. The product is: [NH:1]([C:18]([O:20][C:21]([CH3:24])([CH3:23])[CH3:22])=[O:19])[C@H:2]([C:7]([NH:9][C@H:10]([C:15]([NH2:26])=[O:16])[CH2:11][CH:12]([CH3:14])[CH3:13])=[O:8])[CH2:3][CH:4]([CH3:6])[CH3:5]. (4) Given the reactants [F:1][C:2]1([F:25])[CH2:7][CH2:6][CH2:5][C:4]([CH2:9][NH:10][C:11]([C:13]2[C:14]3[CH:15]=[CH:16][C:17](Cl)=[N:18][C:19]=3[CH:20]=[CH:21][C:22]=2[Cl:23])=[O:12])([OH:8])[CH2:3]1.CCN(C(C)C)C(C)C.[CH2:35]([N:37]([CH2:43][CH3:44])[CH:38]1[CH2:42][CH2:41][NH:40][CH2:39]1)[CH3:36], predict the reaction product. The product is: [F:1][C:2]1([F:25])[CH2:7][CH2:6][CH2:5][C:4]([CH2:9][NH:10][C:11]([C:13]2[C:14]3[CH:15]=[CH:16][C:17]([N:40]4[CH2:41][CH2:42][CH:38]([N:37]([CH2:43][CH3:44])[CH2:35][CH3:36])[CH2:39]4)=[N:18][C:19]=3[CH:20]=[CH:21][C:22]=2[Cl:23])=[O:12])([OH:8])[CH2:3]1.